From a dataset of Full USPTO retrosynthesis dataset with 1.9M reactions from patents (1976-2016). Predict the reactants needed to synthesize the given product. (1) The reactants are: Br[C:2]1[CH:3]=[C:4]2[C:9](=[CH:10][CH:11]=1)[NH:8][C:7](=[O:12])[CH2:6][N:5]2[CH:13]([CH3:15])[CH3:14].[Cl:16][C:17]1[CH:18]=[C:19](B(O)O)[CH:20]=[CH:21][CH:22]=1.C(=O)([O-])[O-].[K+].[K+]. Given the product [Cl:16][C:17]1[CH:22]=[C:21]([C:2]2[CH:3]=[C:4]3[C:9](=[CH:10][CH:11]=2)[NH:8][C:7](=[O:12])[CH2:6][N:5]3[CH:13]([CH3:15])[CH3:14])[CH:20]=[CH:19][CH:18]=1, predict the reactants needed to synthesize it. (2) Given the product [F:24][C:22]1[CH:23]=[C:18]([CH2:17][C:16]([NH:15][CH:11]([CH2:12][CH2:13][CH3:14])[C:10]([OH:27])=[O:38])=[O:26])[CH:19]=[C:20]([F:25])[CH:21]=1, predict the reactants needed to synthesize it. The reactants are: C(C1N=CC(N[C:10](=[O:27])[CH:11]([NH:15][C:16](=[O:26])[CH2:17][C:18]2[CH:23]=[C:22]([F:24])[CH:21]=[C:20]([F:25])[CH:19]=2)[CH2:12][CH2:13][CH3:14])=NC=1)=O.C1(C(N)C)C=CC=CC=1.S([O-])([O-])(=O)=[O:38].[Na+].[Na+].C(O[BH-](OC(=O)C)OC(=O)C)(=O)C.[Na+]. (3) Given the product [CH2:1]([N:8]1[CH2:12][C@@H:11]2[C@@H:13]([NH:16][C:26]([C:23]3([C:17]4[CH:22]=[CH:21][CH:20]=[CH:19][CH:18]=4)[CH2:25][CH2:24]3)=[O:27])[CH2:14][CH2:15][C@@H:10]2[CH2:9]1)[C:2]1[CH:3]=[CH:4][CH:5]=[CH:6][CH:7]=1, predict the reactants needed to synthesize it. The reactants are: [CH2:1]([N:8]1[CH2:12][C@H:11]2[C@H:13]([NH2:16])[CH2:14][CH2:15][C@H:10]2[CH2:9]1)[C:2]1[CH:7]=[CH:6][CH:5]=[CH:4][CH:3]=1.[C:17]1([C:23]2([C:26](O)=[O:27])[CH2:25][CH2:24]2)[CH:22]=[CH:21][CH:20]=[CH:19][CH:18]=1.C1([C@H](CC)C(O)=O)C=CC=CC=1. (4) Given the product [NH2:1][C:2]1[N:7]=[C:6]([C:8]2[CH:9]=[CH:10][C:11]([O:14][CH3:15])=[CH:12][CH:13]=2)[C:5]([C:16]2[CH:17]=[CH:18][C:19](=[O:22])[N:20]([CH3:23])[N:21]=2)=[CH:4][N:3]=1, predict the reactants needed to synthesize it. The reactants are: [NH2:1][C:2]1[N:7]=[C:6]([C:8]2[CH:13]=[CH:12][C:11]([O:14][CH3:15])=[CH:10][CH:9]=2)[C:5]([C:16]2[CH:17]=[CH:18][C:19](=[O:22])[NH:20][N:21]=2)=[CH:4][N:3]=1.[CH3:23]I.